Dataset: Forward reaction prediction with 1.9M reactions from USPTO patents (1976-2016). Task: Predict the product of the given reaction. (1) Given the reactants [NH2:1][C:2]1[C:7]([CH3:8])=[C:6]([C:9]2[CH:14]=[CH:13][C:12]([CH:15]=O)=[C:11]([F:17])[CH:10]=2)[N:5]=[C:4]([C:18]([O:20][CH3:21])=[O:19])[C:3]=1[Cl:22].[C:23](=O)([O-])[O-].[K+].[K+].COP(C(=[N+]=[N-])C(=O)C)(=O)OC, predict the reaction product. The product is: [NH2:1][C:2]1[C:7]([CH3:8])=[C:6]([C:9]2[CH:14]=[CH:13][C:12]([C:15]#[CH:23])=[C:11]([F:17])[CH:10]=2)[N:5]=[C:4]([C:18]([O:20][CH3:21])=[O:19])[C:3]=1[Cl:22]. (2) Given the reactants [Br:1][CH:2]([C:4]1[N:5]=[C:6]2[CH:14]=[CH:13][CH:12]=[C:11]([CH3:15])[N:7]2[C:8](=[O:10])[CH:9]=1)[CH3:3].[I:16]N1C(=O)CCC1=O, predict the reaction product. The product is: [Br:1][CH:2]([C:4]1[N:5]=[C:6]2[CH:14]=[CH:13][CH:12]=[C:11]([CH3:15])[N:7]2[C:8](=[O:10])[C:9]=1[I:16])[CH3:3]. (3) Given the reactants [BH-](OC(C)=O)(OC(C)=O)OC(C)=O.[Na+].[C:15]([O:19][C:20](=[O:51])[N:21]([CH3:50])[C@H:22]([C:24](=[O:49])[NH:25][C@@H:26]1[C:32](=[O:33])[N:31]([CH2:34][C:35]2[C:44]3[C:39](=[CH:40][CH:41]=[CH:42][CH:43]=3)[CH:38]=[CH:37][CH:36]=2)[C:30]2[CH:45]=[CH:46][CH:47]=[CH:48][C:29]=2[NH:28][CH2:27]1)[CH3:23])([CH3:18])([CH3:17])[CH3:16].[C:52]1([CH2:58][CH:59]=O)[CH:57]=[CH:56][CH:55]=[CH:54][CH:53]=1, predict the reaction product. The product is: [C:15]([O:19][C:20](=[O:51])[N:21]([CH3:50])[C@H:22]([C:24](=[O:49])[NH:25][C@@H:26]1[C:32](=[O:33])[N:31]([CH2:34][C:35]2[C:44]3[C:39](=[CH:40][CH:41]=[CH:42][CH:43]=3)[CH:38]=[CH:37][CH:36]=2)[C:30]2[CH:45]=[CH:46][CH:47]=[CH:48][C:29]=2[N:28]([CH2:59][CH2:58][C:52]2[CH:57]=[CH:56][CH:55]=[CH:54][CH:53]=2)[CH2:27]1)[CH3:23])([CH3:18])([CH3:16])[CH3:17].